This data is from Forward reaction prediction with 1.9M reactions from USPTO patents (1976-2016). The task is: Predict the product of the given reaction. (1) Given the reactants [CH3:1][O:2][C:3]1[CH:4]=[C:5]([C:12]2[CH:17]=[CH:16][N:15]=[CH:14][CH:13]=2)[CH:6]=[CH:7][C:8]=1[N+:9]([O-:11])=[O:10].[I:18][CH2:19][CH2:20][CH3:21], predict the reaction product. The product is: [I-:18].[CH3:1][O:2][C:3]1[CH:4]=[C:5]([C:12]2[CH:17]=[CH:16][N+:15]([CH2:19][CH2:20][CH3:21])=[CH:14][CH:13]=2)[CH:6]=[CH:7][C:8]=1[N+:9]([O-:11])=[O:10]. (2) The product is: [NH2:1][C@H:2]1[C:7]([F:8])([F:9])[CH2:6][CH2:5][CH2:4][C@H:3]1[NH:10][C:11]1[N:12]=[C:13]([NH:19][C:20]2[CH:21]=[CH:22][C:23]([C:26](=[O:30])[NH2:27])=[CH:24][CH:25]=2)[C:14]([C:17]([NH2:18])=[O:28])=[N:15][CH:16]=1. Given the reactants [NH2:1][C@H:2]1[C:7]([F:9])([F:8])[CH2:6][CH2:5][CH2:4][C@H:3]1[NH:10][C:11]1[N:12]=[C:13]([NH:19][C:20]2[CH:25]=[CH:24][C:23]([C:26]#[N:27])=[CH:22][CH:21]=2)[C:14]([C:17]#[N:18])=[N:15][CH:16]=1.[OH-:28].[Na+].[OH:30]O.CC(O)=O, predict the reaction product. (3) Given the reactants [NH2:1][C:2]1[N:7]=[CH:6][N:5]=[C:4]2[N:8]([CH:12]3[CH2:16][CH2:15][N:14](C(OC(C)(C)C)=O)[CH2:13]3)[N:9]=[C:10]([I:11])[C:3]=12.[ClH:24], predict the reaction product. The product is: [ClH:24].[I:11][C:10]1[C:3]2[C:4](=[N:5][CH:6]=[N:7][C:2]=2[NH2:1])[N:8]([CH:12]2[CH2:16][CH2:15][NH:14][CH2:13]2)[N:9]=1. (4) Given the reactants Br[C:2]1[CH:7]=[CH:6][CH:5]=[CH:4][C:3]=1[CH2:8][CH2:9][C:10]([N:12]([CH:22]([CH3:24])[CH3:23])[NH:13][C:14](=[O:21])[C:15]1[CH:20]=[CH:19][CH:18]=[CH:17][CH:16]=1)=[O:11].C([O-])([O-])=O.[Na+].[Na+].[N+:31]([C:34]1[CH:35]=[C:36](B(O)O)[CH:37]=[CH:38][CH:39]=1)([O-:33])=[O:32], predict the reaction product. The product is: [CH:22]([N:12]([C:10](=[O:11])[CH2:9][CH2:8][C:3]1[CH:4]=[CH:5][CH:6]=[CH:7][C:2]=1[C:38]1[CH:37]=[CH:36][CH:35]=[C:34]([N+:31]([O-:33])=[O:32])[CH:39]=1)[NH:13][C:14](=[O:21])[C:15]1[CH:20]=[CH:19][CH:18]=[CH:17][CH:16]=1)([CH3:24])[CH3:23].